From a dataset of Full USPTO retrosynthesis dataset with 1.9M reactions from patents (1976-2016). Predict the reactants needed to synthesize the given product. (1) Given the product [Cl:1][C:2]1[C:10]2[N:9]=[CH:8][NH:7][C:6]=2[CH:5]=[CH:4][C:3]=1[NH2:11], predict the reactants needed to synthesize it. The reactants are: [Cl:1][C:2]1[C:10]2[N:9]=[CH:8][NH:7][C:6]=2[CH:5]=[CH:4][C:3]=1[NH:11]C(=O)C.C(O)C.Cl. (2) The reactants are: Cl[C:2]1[CH:7]=[CH:6][C:5]([N+:8]([O-:10])=[O:9])=[CH:4][C:3]=1[O:11][CH3:12].[NH:13]1[CH2:18][CH2:17][O:16][CH2:15][CH2:14]1. Given the product [CH3:12][O:11][C:3]1[CH:4]=[C:5]([N+:8]([O-:10])=[O:9])[CH:6]=[CH:7][C:2]=1[N:13]1[CH2:18][CH2:17][O:16][CH2:15][CH2:14]1, predict the reactants needed to synthesize it. (3) Given the product [Cl:18][C:14]1[CH:13]=[C:12]([C:10]2[C:9]3[C:4](=[CH:5][CH:6]=[C:7]([C:19]([C:27]4[CH:28]=[CH:29][C:30]([Cl:33])=[CH:31][CH:32]=4)([C:21]4[N:25]([CH3:26])[CH:24]=[N:23][CH:22]=4)[OH:20])[CH:8]=3)[N:3]=[C:2]([C:36]3[CH:35]=[N:34][CH:39]=[CH:38][CH:37]=3)[N:11]=2)[CH:17]=[CH:16][CH:15]=1, predict the reactants needed to synthesize it. The reactants are: Cl[C:2]1[N:11]=[C:10]([C:12]2[CH:17]=[CH:16][CH:15]=[C:14]([Cl:18])[CH:13]=2)[C:9]2[C:4](=[CH:5][CH:6]=[C:7]([C:19]([C:27]3[CH:32]=[CH:31][C:30]([Cl:33])=[CH:29][CH:28]=3)([C:21]3[N:25]([CH3:26])[CH:24]=[N:23][CH:22]=3)[OH:20])[CH:8]=2)[N:3]=1.[N:34]1[CH:39]=[CH:38][CH:37]=[C:36](B(O)O)[CH:35]=1. (4) Given the product [CH:1]1([S:5]([C:8]2[CH:17]=[CH:16][CH:15]=[CH:14][C:9]=2[C:10]([OH:12])=[O:11])(=[O:6])=[O:7])[CH2:4][CH2:3][CH2:2]1, predict the reactants needed to synthesize it. The reactants are: [CH:1]1([S:5]([C:8]2[CH:17]=[CH:16][CH:15]=[CH:14][C:9]=2[C:10]([O:12]C)=[O:11])(=[O:7])=[O:6])[CH2:4][CH2:3][CH2:2]1.[Li+].[OH-]. (5) Given the product [CH3:1][O:2][C:3]([C:5]1[S:6][C:7]([C:17](=[O:21])[CH:18]([CH3:19])[CH3:20])=[CH:8][C:9]=1[NH2:10])=[O:4], predict the reactants needed to synthesize it. The reactants are: [CH3:1][O:2][C:3]([C:5]1[S:6][C:7]([C:17](=[O:21])[CH:18]([CH3:20])[CH3:19])=[CH:8][C:9]=1[NH:10]C(=O)C(F)(F)F)=[O:4].C(=O)([O-])[O-].[K+].[K+].